Dataset: Catalyst prediction with 721,799 reactions and 888 catalyst types from USPTO. Task: Predict which catalyst facilitates the given reaction. (1) Reactant: [CH3:1][C:2]1[CH:7]=[C:6]([C:8]([O:10]C)=[O:9])[CH:5]=[CH:4][C:3]=1[C:12]1[CH:17]=[CH:16][CH:15]=[CH:14][C:13]=1[CH3:18].[OH-].[Na+]. Product: [CH3:1][C:2]1[CH:7]=[C:6]([C:8]([OH:10])=[O:9])[CH:5]=[CH:4][C:3]=1[C:12]1[CH:17]=[CH:16][CH:15]=[CH:14][C:13]=1[CH3:18]. The catalyst class is: 1. (2) Reactant: [CH:1]1([C:7]2[CH:15]=[C:14]([CH:16]3[CH2:21][CH2:20][CH2:19][CH2:18][CH2:17]3)[CH:13]=[C:12]([CH:22]3[CH2:27][CH2:26][CH2:25][CH2:24][CH2:23]3)[C:8]=2[C:9]([OH:11])=[O:10])[CH2:6][CH2:5][CH2:4][CH2:3][CH2:2]1.C(=O)([O-])O.[Na+:32].C(C(C)=O)C(C)C. Product: [CH:22]1([C:12]2[CH:13]=[C:14]([CH:16]3[CH2:17][CH2:18][CH2:19][CH2:20][CH2:21]3)[CH:15]=[C:7]([CH:1]3[CH2:6][CH2:5][CH2:4][CH2:3][CH2:2]3)[C:8]=2[C:9]([O-:11])=[O:10])[CH2:27][CH2:26][CH2:25][CH2:24][CH2:23]1.[Na+:32]. The catalyst class is: 6.